Dataset: Reaction yield outcomes from USPTO patents with 853,638 reactions. Task: Predict the reaction yield, written as a fraction of the theoretical maximum amount of product (1.0 means a 100% yield; for example, 0.34 means a 34% yield). (1) The reactants are Br[C:2]1[CH:3]=[C:4]([NH:10][C:11]2[NH:15][N:14]=[C:13]([CH:16]3[CH2:18][CH2:17]3)[CH:12]=2)[C:5](=[O:9])[N:6]([CH3:8])[CH:7]=1.[C:19]([O:22][CH2:23][C:24]1[C:25]([N:39]2[CH2:51][CH2:50][N:42]3[C:43]4[CH2:44][CH2:45][CH2:46][CH2:47][C:48]=4[CH:49]=[C:41]3[C:40]2=[O:52])=[N:26][CH:27]=[CH:28][C:29]=1B1OC(C)(C)C(C)(C)O1)(=[O:21])[CH3:20].[O-]P([O-])([O-])=O.[K+].[K+].[K+].CC([O-])=O.[Na+]. The catalyst is C1C=CC(P(C2C=CC=CC=2)[C-]2C=CC=C2)=CC=1.C1C=CC(P(C2C=CC=CC=2)[C-]2C=CC=C2)=CC=1.Cl[Pd]Cl.[Fe+2].O.CC#N. The product is [C:19]([O:22][CH2:23][C:24]1[C:25]([N:39]2[CH2:51][CH2:50][N:42]3[C:43]4[CH2:44][CH2:45][CH2:46][CH2:47][C:48]=4[CH:49]=[C:41]3[C:40]2=[O:52])=[N:26][CH:27]=[CH:28][C:29]=1[C:2]1[CH:3]=[C:4]([NH:10][C:11]2[CH:12]=[C:13]([CH:16]3[CH2:18][CH2:17]3)[NH:14][N:15]=2)[C:5](=[O:9])[N:6]([CH3:8])[CH:7]=1)(=[O:21])[CH3:20]. The yield is 0.680. (2) The reactants are [Br:1][C:2]1[CH:3]=[C:4]([OH:9])[CH:5]=[C:6]([Br:8])[CH:7]=1.Cl[CH:11]([F:13])[F:12]. The catalyst is CC(O)C.[OH-].[K+].O. The product is [Br:1][C:2]1[CH:3]=[C:4]([O:9][CH:11]([F:13])[F:12])[CH:5]=[C:6]([Br:8])[CH:7]=1. The yield is 0.800. (3) The reactants are Cl[CH2:2][CH2:3][CH2:4][N:5]1[CH:14]=[C:13]([C:15]2[CH:20]=[CH:19][C:18]([O:21][CH3:22])=[CH:17][CH:16]=2)[C:12](=[O:23])[C:11]2[C:6]1=[C:7]([O:27][CH2:28][CH2:29][CH3:30])[CH:8]=[C:9]1[CH2:26][CH2:25][CH2:24][C:10]1=2.[NH:31]1[CH2:36][CH2:35][O:34][CH2:33][CH2:32]1.C(=O)([O-])[O-].[K+].[K+].[I-].[Na+]. The catalyst is C(OCC)(=O)C.O.CN(C)C=O. The product is [CH3:22][O:21][C:18]1[CH:17]=[CH:16][C:15]([C:13]2[C:12](=[O:23])[C:11]3[C:6](=[C:7]([O:27][CH2:28][CH2:29][CH3:30])[CH:8]=[C:9]4[CH2:26][CH2:25][CH2:24][C:10]4=3)[N:5]([CH2:4][CH2:3][CH2:2][N:31]3[CH2:36][CH2:35][O:34][CH2:33][CH2:32]3)[CH:14]=2)=[CH:20][CH:19]=1. The yield is 0.380. (4) The reactants are [Cl:1][C:2]1[CH:7]=[CH:6][C:5]([C@@H:8]([OH:14])[CH2:9][NH:10][CH2:11][CH2:12][OH:13])=[CH:4][CH:3]=1.C(N(CC)CC)C.[CH2:22](Br)[CH:23]=[CH2:24]. The catalyst is CC(N(C)C)=O. The product is [Cl:1][C:2]1[CH:3]=[CH:4][C:5]([C@@H:8]([OH:14])[CH2:9][N:10]([CH2:11][CH2:12][OH:13])[CH2:24][CH:23]=[CH2:22])=[CH:6][CH:7]=1. The yield is 0.790.